This data is from Full USPTO retrosynthesis dataset with 1.9M reactions from patents (1976-2016). The task is: Predict the reactants needed to synthesize the given product. The reactants are: F[C:2]1[CH:11]=[CH:10][C:5]([C:6]([O:8][CH3:9])=[O:7])=[C:4]([CH2:12][O:13][CH3:14])[CH:3]=1.[Cl:15][C:16]1[CH:21]=[CH:20][C:19]([OH:22])=[CH:18][C:17]=1[C:23]([F:26])([F:25])[F:24]. Given the product [Cl:15][C:16]1[CH:21]=[CH:20][C:19]([O:22][C:2]2[CH:11]=[CH:10][C:5]([C:6]([O:8][CH3:9])=[O:7])=[C:4]([CH2:12][O:13][CH3:14])[CH:3]=2)=[CH:18][C:17]=1[C:23]([F:24])([F:25])[F:26], predict the reactants needed to synthesize it.